From a dataset of Full USPTO retrosynthesis dataset with 1.9M reactions from patents (1976-2016). Predict the reactants needed to synthesize the given product. (1) Given the product [Br:20][C:21]1[CH:22]=[C:23]([C:24]([C:15]2[C:10]3[CH:9]=[N:8][C:7]([Cl:6])=[N:12][C:11]=3[N:13]([CH:17]([CH3:19])[CH3:18])[CH:14]=2)=[O:25])[CH:30]=[CH:31][N:32]=1, predict the reactants needed to synthesize it. The reactants are: C([Li])CCC.[Cl:6][C:7]1[N:8]=[CH:9][C:10]2[C:15](I)=[CH:14][N:13]([CH:17]([CH3:19])[CH3:18])[C:11]=2[N:12]=1.[Br:20][C:21]1[CH:22]=[C:23]([CH:30]=[CH:31][N:32]=1)[C:24](N(OC)C)=[O:25].[NH4+].[Cl-]. (2) Given the product [CH:13]1([C@@H:17]([NH:19][CH2:2][C:3]2[CH:8]=[CH:7][C:6]([S:9]([CH3:12])(=[O:11])=[O:10])=[CH:5][CH:4]=2)[CH3:18])[CH2:16][CH2:15][CH2:14]1, predict the reactants needed to synthesize it. The reactants are: Br[CH2:2][C:3]1[CH:8]=[CH:7][C:6]([S:9]([CH3:12])(=[O:11])=[O:10])=[CH:5][CH:4]=1.[CH:13]1([C@@H:17]([NH2:19])[CH3:18])[CH2:16][CH2:15][CH2:14]1.N(CC1C=CC(OC)=CC=1OC)=[N+]=[N-].CCN(C(C)C)C(C)C. (3) Given the product [F:27][C:2]([F:1])([F:26])[S:3]([O:6][C:7]1[C:8]([C:19]2[CH:20]=[CH:21][C:22]([Cl:25])=[CH:23][CH:24]=2)=[C:9]2[C:14](=[CH:15][C:16]=1[CH3:29])[N:13]=[CH:12][CH:11]=[CH:10]2)(=[O:4])=[O:5], predict the reactants needed to synthesize it. The reactants are: [F:1][C:2]([F:27])([F:26])[S:3]([O:6][C:7]1[C:8]([C:19]2[CH:24]=[CH:23][C:22]([Cl:25])=[CH:21][CH:20]=2)=[C:9]2[C:14](=[CH:15][C:16]=1Cl)[N:13]=[C:12](C)[CH:11]=[CH:10]2)(=[O:5])=[O:4].Cl[C:29]1C=CC(C2C(O)=C(C)C=C3C=2C=CC=N3)=CC=1. (4) Given the product [O:15]1[CH2:17][CH:16]1[CH2:18][O:19][C:20](=[O:24])/[C:21](/[CH3:23])=[CH:22]/[C:26]1[CH:31]=[CH:30][C:29]([C:32]2[CH:33]=[CH:34][CH:35]=[CH:36][CH:37]=2)=[C:28]([F:38])[CH:27]=1, predict the reactants needed to synthesize it. The reactants are: C1(N(C2CCCCC2)C)CCCCC1.[O:15]1[CH2:17][CH:16]1[CH2:18][O:19][C:20](=[O:24])[C:21]([CH3:23])=[CH2:22].Br[C:26]1[CH:31]=[CH:30][C:29]([C:32]2[CH:37]=[CH:36][CH:35]=[CH:34][CH:33]=2)=[C:28]([F:38])[CH:27]=1.F[B-](F)(F)F. (5) The reactants are: Cl[C:2]1[C:11]2[CH2:10][CH2:9][CH2:8][CH2:7][C:6]=2[N:5]=[C:4]([C:12]2[S:13][C:14]([Cl:17])=[CH:15][CH:16]=2)[N:3]=1.[CH3:18][O:19][C:20](=[O:31])[CH2:21][C:22]1[CH:23]=[C:24]2[C:28](=[CH:29][CH:30]=1)[NH:27][CH2:26][CH2:25]2. Given the product [CH3:18][O:19][C:20](=[O:31])[CH2:21][C:22]1[CH:23]=[C:24]2[C:28](=[CH:29][CH:30]=1)[N:27]([C:2]1[C:11]3[CH2:10][CH2:9][CH2:8][CH2:7][C:6]=3[N:5]=[C:4]([C:12]3[S:13][C:14]([Cl:17])=[CH:15][CH:16]=3)[N:3]=1)[CH2:26][CH2:25]2, predict the reactants needed to synthesize it. (6) Given the product [OH:9][CH:10]1[CH2:13][N:12]([C:14]2[O:15][CH:16]=[C:17]([C:19]([O:21][CH3:22])=[O:20])[N:18]=2)[CH2:11]1, predict the reactants needed to synthesize it. The reactants are: C([O:9][CH:10]1[CH2:13][N:12]([C:14]2[O:15][CH:16]=[C:17]([C:19]([O:21][CH3:22])=[O:20])[N:18]=2)[CH2:11]1)(=O)C1C=CC=CC=1.C[O-].[Na+].Cl. (7) Given the product [N:38]1([C:21]2[N:26]=[C:25]([NH:27][CH2:28][C:29]3[CH:30]=[N:31][CH:32]=[CH:33][CH:34]=3)[C:24]([N+:35]([O-:37])=[O:36])=[CH:23][CH:22]=2)[C:42]2[CH:43]=[CH:44][CH:45]=[CH:46][C:41]=2[N:40]=[CH:39]1, predict the reactants needed to synthesize it. The reactants are: ClC1C([N+]([O-])=O)=CC=C(Cl)N=1.NCC1C=NC=CC=1.Cl[C:21]1[N:26]=[C:25]([NH:27][CH2:28][C:29]2[CH:30]=[N:31][CH:32]=[CH:33][CH:34]=2)[C:24]([N+:35]([O-:37])=[O:36])=[CH:23][CH:22]=1.[N:38]1[C:42]2[CH:43]=[CH:44][CH:45]=[CH:46][C:41]=2[NH:40][CH:39]=1.C(=O)([O-])[O-].[K+].[K+]. (8) Given the product [F:18][C:14]1[CH:13]=[C:12]2[C:17]([C:9]([C:7]3[CH:6]=[N:5][N:4]([CH2:3][CH2:2][N:32]4[CH2:33][CH2:34][N:29]([CH3:28])[CH2:30][CH2:31]4)[CH:8]=3)=[CH:10][N:11]2[S:19]([C:22]2[CH:27]=[CH:26][CH:25]=[CH:24][CH:23]=2)(=[O:21])=[O:20])=[CH:16][CH:15]=1, predict the reactants needed to synthesize it. The reactants are: Br[CH2:2][CH2:3][N:4]1[CH:8]=[C:7]([C:9]2[C:17]3[C:12](=[CH:13][C:14]([F:18])=[CH:15][CH:16]=3)[N:11]([S:19]([C:22]3[CH:27]=[CH:26][CH:25]=[CH:24][CH:23]=3)(=[O:21])=[O:20])[CH:10]=2)[CH:6]=[N:5]1.[CH3:28][N:29]1[CH2:34][CH2:33][NH:32][CH2:31][CH2:30]1.C([O-])([O-])=O.[K+].[K+].[Na+].[I-].